Dataset: TCR-epitope binding with 47,182 pairs between 192 epitopes and 23,139 TCRs. Task: Binary Classification. Given a T-cell receptor sequence (or CDR3 region) and an epitope sequence, predict whether binding occurs between them. The epitope is GILGFVFTL. The TCR CDR3 sequence is CASSKRSQEPQHF. Result: 1 (the TCR binds to the epitope).